From a dataset of Reaction yield outcomes from USPTO patents with 853,638 reactions. Predict the reaction yield, written as a fraction of the theoretical maximum amount of product (1.0 means a 100% yield; for example, 0.34 means a 34% yield). (1) The reactants are [Cl:1][C:2]1[N:6]([CH3:7])[CH:5]=[N:4][C:3]=1[CH2:8][S:9][C:10]1[N:15]=[C:14]([OH:16])[CH:13]=[C:12]([CH3:17])[N:11]=1.Cl.O1CCOCC1. The catalyst is CO. The product is [ClH:1].[Cl:1][C:2]1[N:6]([CH3:7])[CH:5]=[N:4][C:3]=1[CH2:8][S:9][C:10]1[N:15]=[C:14]([OH:16])[CH:13]=[C:12]([CH3:17])[N:11]=1. The yield is 0.990. (2) The reactants are Br[C:2]1[CH:3]=[C:4]2[C:9](=[CH:10][CH:11]=1)[NH:8][C:7](=[O:12])[CH2:6][N:5]2[CH:13]([CH3:15])[CH3:14].[H-].[Na+].C([Li])CCC.[B:23](OC(C)C)([O:28]C(C)C)[O:24]C(C)C.Cl. The catalyst is C1COCC1.C(OCC)(=O)C. The product is [CH:13]([N:5]1[C:4]2[C:9](=[CH:10][CH:11]=[C:2]([B:23]([OH:28])[OH:24])[CH:3]=2)[NH:8][C:7](=[O:12])[CH2:6]1)([CH3:15])[CH3:14]. The yield is 0.500. (3) The reactants are C1C=[N+]([C@@H]2O[C@H](COP(OP(OC[C@H]3O[C@@H](N4C5N=CN=C(N)C=5N=C4)[C@H](OP(O)(O)=O)[C@@H]3O)(O)=O)(O)=O)[C@@H](O)[C@H]2O)C=C(C(N)=O)C=1.[N+](OCC(CO[N+]([O-])=O)(CO[N+]([O-])=O)CO[N+]([O-])=O)([O-])=O.[CH:70](/[C:72](=[CH:77]/[CH:78]([CH3:80])[CH3:79])/[CH2:73][C:74]([OH:76])=[O:75])=[O:71].Cl. The catalyst is P([O-])([O-])([O-])=O.[K+].[K+].[K+].CC(O)C. The product is [CH:70]([CH:72]([CH2:77][CH:78]([CH3:80])[CH3:79])[CH2:73][C:74]([OH:76])=[O:75])=[O:71]. The yield is 0.890. (4) The reactants are [BH4-].[Na+].[C:3]([C:6]1[CH:10]=[C:9]([C:11]([NH:13][C@@H:14]([CH3:31])[CH2:15][N:16]2[CH:20]=[CH:19][C:18]([C:21]3[CH:26]=[C:25]([F:27])[C:24]([C:28]#[N:29])=[C:23]([Cl:30])[CH:22]=3)=[N:17]2)=[O:12])[NH:8][N:7]=1)(=[O:5])[CH3:4].Cl. The catalyst is C(O)C. The product is [Cl:30][C:23]1[CH:22]=[C:21]([C:18]2[CH:19]=[CH:20][N:16]([CH2:15][C@@H:14]([NH:13][C:11]([C:9]3[NH:8][N:7]=[C:6]([CH:3]([OH:5])[CH3:4])[CH:10]=3)=[O:12])[CH3:31])[N:17]=2)[CH:26]=[C:25]([F:27])[C:24]=1[C:28]#[N:29]. The yield is 0.575. (5) The reactants are F[C:2]1[CH:12]=[CH:11][C:5]([C:6]([O:8][CH2:9][CH3:10])=[O:7])=[CH:4][CH:3]=1.[CH:13]1([N:17]2[CH2:22][CH2:21][NH:20][CH2:19][CH2:18]2)[CH2:16][CH2:15][CH2:14]1. The catalyst is CC(N(C)C)=O. The product is [CH:13]1([N:17]2[CH2:22][CH2:21][N:20]([C:2]3[CH:12]=[CH:11][C:5]([C:6]([O:8][CH2:9][CH3:10])=[O:7])=[CH:4][CH:3]=3)[CH2:19][CH2:18]2)[CH2:16][CH2:15][CH2:14]1. The yield is 0.113. (6) The reactants are [Cl:1][C:2]1[CH:3]=[C:4]([N+:12]([O-:14])=[O:13])[C:5]([CH3:11])=[C:6]([CH:10]=1)[C:7]([OH:9])=[O:8].OS(O)(=O)=O.[CH3:20]O. No catalyst specified. The product is [Cl:1][C:2]1[CH:3]=[C:4]([N+:12]([O-:14])=[O:13])[C:5]([CH3:11])=[C:6]([CH:10]=1)[C:7]([O:9][CH3:20])=[O:8]. The yield is 0.350. (7) The reactants are C1(P(C2C=CC=CC=2)C2C=CC=CC=2)C=CC=CC=1.[I:20]I.[C:22]([C:26]1[CH:27]=[C:28]([C:37]2[O:38][CH:39]=[C:40]([CH2:42][CH2:43]O)[N:41]=2)[CH:29]=[C:30]([C:33]([CH3:36])([CH3:35])[CH3:34])[C:31]=1[OH:32])([CH3:25])([CH3:24])[CH3:23].N1C=CN=C1. The catalyst is C(Cl)Cl. The product is [C:22]([C:26]1[CH:27]=[C:28]([C:37]2[O:38][CH:39]=[C:40]([CH2:42][CH2:43][I:20])[N:41]=2)[CH:29]=[C:30]([C:33]([CH3:36])([CH3:35])[CH3:34])[C:31]=1[OH:32])([CH3:25])([CH3:24])[CH3:23]. The yield is 0.960. (8) The reactants are [O:1]=[C:2]1[C:11]2[CH:10]=[CH:9][CH:8]=[C:7]3[NH:12][CH:13]([C:21]4[CH:22]=[C:23]([CH:26]=[CH:27][CH:28]=4)[CH:24]=O)[CH:14]([C:15]4[CH:20]=[CH:19][CH:18]=[CH:17][CH:16]=4)[C:5]([C:6]=23)=[N:4][NH:3]1.[NH:29]1[CH2:34][CH2:33][O:32][CH2:31][CH2:30]1.C(O)(=O)C.C(O[BH-](OC(=O)C)OC(=O)C)(=O)C.[Na+]. The catalyst is CO. The product is [O:32]1[CH2:33][CH2:34][N:29]([CH2:24][C:23]2[CH:22]=[C:21]([CH:13]3[NH:12][C:7]4[C:6]5[C:5](=[N:4][NH:3][C:2](=[O:1])[C:11]=5[CH:10]=[CH:9][CH:8]=4)[CH:14]3[C:15]3[CH:20]=[CH:19][CH:18]=[CH:17][CH:16]=3)[CH:28]=[CH:27][CH:26]=2)[CH2:30][CH2:31]1. The yield is 0.660.